This data is from Forward reaction prediction with 1.9M reactions from USPTO patents (1976-2016). The task is: Predict the product of the given reaction. (1) Given the reactants F[C:2]1[CH:3]=[CH:4][C:5]2[N:6]([CH:8]=[CH:9][N:10]=2)[N:7]=1.[CH3:11][CH:12]([CH3:31])[CH2:13][C@H:14]([NH:23][C:24](=[O:30])[O:25][C:26]([CH3:29])([CH3:28])[CH3:27])[C:15](=[O:22])[N:16]1[CH2:21][CH2:20][NH:19][CH2:18][CH2:17]1.C(O)(C)C, predict the reaction product. The product is: [N:10]1[CH:9]=[CH:8][N:6]2[C:5]=1[CH:4]=[CH:3][C:2]([N:19]1[CH2:20][CH2:21][N:16]([C:15](=[O:22])[C@@H:14]([NH:23][C:24](=[O:30])[O:25][C:26]([CH3:29])([CH3:28])[CH3:27])[CH2:13][CH:12]([CH3:31])[CH3:11])[CH2:17][CH2:18]1)=[N:7]2. (2) Given the reactants N(C(C)=O)[C@H](C(N[C@H](C(N[C@@H](C(N[C@H](C(N[C@@H](C(N[C@H](C([NH:94][C@H:95]([C:106]([NH:108][C@H:109]([C:117]([O:119][CH3:120])=[O:118])[CH2:110][S:111][CH2:112][NH:113][C:114]([CH3:116])=[O:115])=[O:107])[CH2:96][C:97]1[C:105]2[C:100](=[CH:101][CH:102]=[CH:103][CH:104]=2)[NH:99][CH:98]=1)=O)CCCNC(=N)NS(C1C(C)=C2C(OC(C2)(C)C)=C(C)C=1C)(=O)=O)=O)CC1C=CC=CC=1)=O)CC1N=CNC=1)=O)C)=O)CSCNC(C)=O)=O)CCCNC(=N)NS(C1C(C)=C2C(OC(C2)(C)C)=C(C)C=1C)(=O)=O.N(C(C)=O)[C@H](C(N[C@H](C(N[C@@H](C(N[C@H](C(N[C@@H](C(N[C@H](C(NN)=O)CCCNC(=N)NS(C1C(C)=C2C(OC(C2)(C)C)=C(C)C=1C)(=O)=O)=O)CC1C=CC=CC=1)=O)CC1N=CNC=1)=O)C)=O)CSCNC(C)=O)=O)CCCNC(=N)NS(C1C(C)=C2C(OC(C2)(C)C)=C(C)C=1C)(=O)=O, predict the reaction product. The product is: [NH2:94][C@H:95]([C:106]([NH:108][C@H:109]([C:117]([O:119][CH3:120])=[O:118])[CH2:110][S:111][CH2:112][NH:113][C:114]([CH3:116])=[O:115])=[O:107])[CH2:96][C:97]1[C:105]2[C:100](=[CH:101][CH:102]=[CH:103][CH:104]=2)[NH:99][CH:98]=1. (3) Given the reactants [Br:1][C:2]1[CH:3]=[N:4][C:5]2[N:6]([N:8]=[C:9]([C:11]([OH:13])=O)[CH:10]=2)[CH:7]=1.[O:14]1[CH:18]=[CH:17][CH:16]=[C:15]1[C:19]1[N:23]2[CH2:24][CH2:25][NH:26][CH:27]([CH3:28])[C:22]2=[N:21][N:20]=1, predict the reaction product. The product is: [Br:1][C:2]1[CH:3]=[N:4][C:5]2[N:6]([N:8]=[C:9]([C:11]([N:26]3[CH2:25][CH2:24][N:23]4[C:19]([C:15]5[O:14][CH:18]=[CH:17][CH:16]=5)=[N:20][N:21]=[C:22]4[CH:27]3[CH3:28])=[O:13])[CH:10]=2)[CH:7]=1. (4) Given the reactants Cl[CH2:2][C:3]([CH:5]1[CH2:9][CH2:8][CH2:7][N:6]1[C:10]([O:12][C:13]([CH3:16])([CH3:15])[CH3:14])=[O:11])=[O:4].[Na+].[I-:18].[O-][Mn](=O)(=O)=O.[K+], predict the reaction product. The product is: [I:18][CH2:2][C:3]([CH:5]1[CH2:9][CH2:8][CH2:7][N:6]1[C:10]([O:12][C:13]([CH3:16])([CH3:15])[CH3:14])=[O:11])=[O:4]. (5) Given the reactants [NH2:1][C:2]1[C:11]2[N:10]=[C:9]([C:12]3[CH:17]=[CH:16][C:15]([C:18]45[CH2:26][CH2:25][C:22]([CH2:27][C:28]([O:30]C)=[O:29])([CH2:23][CH2:24]4)[CH2:21][CH2:20][CH2:19]5)=[CH:14][CH:13]=3)[C:8]([CH3:33])([CH3:32])[O:7][C:6]=2[N:5]=[CH:4][N:3]=1.[OH-].[Na+], predict the reaction product. The product is: [NH2:1][C:2]1[C:11]2[N:10]=[C:9]([C:12]3[CH:13]=[CH:14][C:15]([C:18]45[CH2:26][CH2:25][C:22]([CH2:27][C:28]([OH:30])=[O:29])([CH2:23][CH2:24]4)[CH2:21][CH2:20][CH2:19]5)=[CH:16][CH:17]=3)[C:8]([CH3:33])([CH3:32])[O:7][C:6]=2[N:5]=[CH:4][N:3]=1. (6) Given the reactants [CH:1]1([C:9]([N:11]2[CH2:16][CH2:15][N:14]([CH:17]3[CH2:20][CH2:19][CH2:18]3)[CH2:13][CH2:12]2)=[O:10])[C:3]2([CH2:8][CH2:7][NH:6][CH2:5][CH2:4]2)[CH2:2]1.Cl[C:22]1[CH:27]=[CH:26][CH:25]=[C:24]([O:28][CH3:29])[N:23]=1, predict the reaction product. The product is: [CH:17]1([N:14]2[CH2:15][CH2:16][N:11]([C:9]([CH:1]3[C:3]4([CH2:8][CH2:7][N:6]([C:22]5[CH:27]=[CH:26][CH:25]=[C:24]([O:28][CH3:29])[N:23]=5)[CH2:5][CH2:4]4)[CH2:2]3)=[O:10])[CH2:12][CH2:13]2)[CH2:18][CH2:19][CH2:20]1. (7) Given the reactants [NH2:1][C:2]1[CH:3]=[C:4]([C:8]2[CH:13]=[C:12]([C:14]3[CH:19]=[CH:18][C:17]([F:20])=[CH:16][C:15]=3[O:21][CH2:22][O:23][CH2:24][CH3:25])[N:11]=[C:10]([NH:26][C:27]([C:29]3[S:30][CH:31]=[CH:32][CH:33]=3)=[O:28])[C:9]=2[C:34]#[N:35])[CH:5]=[CH:6][CH:7]=1.[C:36]([NH:43][CH2:44][CH2:45][C:46](O)=[O:47])([O:38][C:39]([CH3:42])([CH3:41])[CH3:40])=[O:37].C1C=CC2N(O)N=NC=2C=1, predict the reaction product. The product is: [C:39]([O:38][C:36](=[O:37])[NH:43][CH2:44][CH2:45][C:46]([NH:1][C:2]1[CH:7]=[CH:6][CH:5]=[C:4]([C:8]2[CH:13]=[C:12]([C:14]3[CH:19]=[CH:18][C:17]([F:20])=[CH:16][C:15]=3[O:21][CH2:22][O:23][CH2:24][CH3:25])[N:11]=[C:10]([NH:26][C:27]([C:29]3[S:30][CH:31]=[CH:32][CH:33]=3)=[O:28])[C:9]=2[C:34]#[N:35])[CH:3]=1)=[O:47])([CH3:42])([CH3:40])[CH3:41]. (8) Given the reactants C(OC(=O)[NH:7][C:8]1[S:12][C:11]([CH3:13])=[N:10][C:9]=1[C:14](=[O:23])[NH:15][C:16]1[CH:21]=[CH:20][N:19]=[C:18]([CH3:22])[CH:17]=1)(C)(C)C.C(=O)([O-])[O-].[Na+].[Na+], predict the reaction product. The product is: [CH3:22][C:18]1[CH:17]=[C:16]([NH:15][C:14]([C:9]2[N:10]=[C:11]([CH3:13])[S:12][C:8]=2[NH2:7])=[O:23])[CH:21]=[CH:20][N:19]=1. (9) Given the reactants C(Cl)(=O)C(Cl)=O.CS(C)=O.[F:11][C:12]1([CH:15]([OH:27])[CH2:16][C:17]([C:20]2[CH:25]=[CH:24][C:23]([F:26])=[CH:22][CH:21]=2)([CH3:19])[CH3:18])[CH2:14][CH2:13]1.C(N(CC)CC)C, predict the reaction product. The product is: [F:11][C:12]1([C:15](=[O:27])[CH2:16][C:17]([C:20]2[CH:21]=[CH:22][C:23]([F:26])=[CH:24][CH:25]=2)([CH3:19])[CH3:18])[CH2:13][CH2:14]1.